This data is from Full USPTO retrosynthesis dataset with 1.9M reactions from patents (1976-2016). The task is: Predict the reactants needed to synthesize the given product. (1) Given the product [CH:6]1([S:12]([CH2:15][C:16]2[CH:21]=[C:20]([N:22]3[CH2:27][CH2:26][O:25][CH2:24][C@@H:23]3[CH3:28])[N:19]=[C:18]([C:29]3[CH:30]=[CH:31][C:32]([NH:33][C:37](=[O:38])[O:39][C:40]4[CH:45]=[CH:44][CH:43]=[CH:42][CH:41]=4)=[CH:34][CH:35]=3)[N:17]=2)(=[O:14])=[O:13])[CH2:7][CH2:8][CH2:9][CH2:10][CH2:11]1, predict the reactants needed to synthesize it. The reactants are: C(=O)(O)[O-].[Na+].[CH:6]1([S:12]([CH2:15][C:16]2[CH:21]=[C:20]([N:22]3[CH2:27][CH2:26][O:25][CH2:24][C@@H:23]3[CH3:28])[N:19]=[C:18]([C:29]3[CH:35]=[CH:34][C:32]([NH2:33])=[CH:31][CH:30]=3)[N:17]=2)(=[O:14])=[O:13])[CH2:11][CH2:10][CH2:9][CH2:8][CH2:7]1.Cl[C:37]([O:39][C:40]1[CH:45]=[CH:44][CH:43]=[CH:42][CH:41]=1)=[O:38]. (2) The reactants are: [CH2:1]([C:3]1[CH:7]=[C:6]([CH2:8][CH3:9])[N:5]([C:10]2[CH:15]=[CH:14][C:13]([O:16]C)=[CH:12][CH:11]=2)[N:4]=1)[CH3:2].B(Br)(Br)Br. Given the product [CH2:1]([C:3]1[CH:7]=[C:6]([CH2:8][CH3:9])[N:5]([C:10]2[CH:11]=[CH:12][C:13]([OH:16])=[CH:14][CH:15]=2)[N:4]=1)[CH3:2], predict the reactants needed to synthesize it. (3) Given the product [ClH:1].[CH2:39]([NH:2][C@@H:3]1[CH2:5][C@H:4]1[C:6]1[CH:11]=[CH:10][C:9]([NH:12][C:13](=[O:33])[C@@H:14]([CH2:26][C:27]2[CH:28]=[CH:29][CH:30]=[CH:31][CH:32]=2)[NH:15][C:16]([O:18][CH2:19][C:20]2[CH:21]=[CH:22][CH:23]=[CH:24][CH:25]=2)=[O:17])=[CH:8][CH:7]=1)[C:40]1[CH:45]=[CH:44][CH:43]=[CH:42][CH:41]=1, predict the reactants needed to synthesize it. The reactants are: [ClH:1].[NH2:2][C@@H:3]1[CH2:5][C@H:4]1[C:6]1[CH:11]=[CH:10][C:9]([NH:12][C:13](=[O:33])[C@@H:14]([CH2:26][C:27]2[CH:32]=[CH:31][CH:30]=[CH:29][CH:28]=2)[NH:15][C:16]([O:18][CH2:19][C:20]2[CH:25]=[CH:24][CH:23]=[CH:22][CH:21]=2)=[O:17])=[CH:8][CH:7]=1.C(=O)([O-])O.[Na+].[CH:39](=O)[C:40]1[CH:45]=[CH:44][CH:43]=[CH:42][CH:41]=1.[BH4-].[Na+]. (4) The reactants are: [Br:1][C:2]1[CH:17]=[CH:16][C:15]([F:18])=[CH:14][C:3]=1[CH2:4][N:5]1[C:10](=[O:11])[C:9]([CH3:12])=[N:8][NH:7][C:6]1=[S:13].[OH-].[Na+].[CH3:21]I. Given the product [Br:1][C:2]1[CH:17]=[CH:16][C:15]([F:18])=[CH:14][C:3]=1[CH2:4][N:5]1[C:10](=[O:11])[C:9]([CH3:12])=[N:8][N:7]=[C:6]1[S:13][CH3:21], predict the reactants needed to synthesize it. (5) Given the product [C:9]([O:8][C:6](=[O:7])[NH:5][C:2]([CH3:14])([CH3:1])[CH2:3][CH2:4][OH:13])([CH3:12])([CH3:10])[CH3:11], predict the reactants needed to synthesize it. The reactants are: [CH3:1][C:2]1([CH3:14])[N:5]([C:6]([O:8][C:9]([CH3:12])([CH3:11])[CH3:10])=[O:7])[C:4](=[O:13])[CH2:3]1.[BH4-].[Na+].O.[NH4+].[Cl-].